Dataset: Forward reaction prediction with 1.9M reactions from USPTO patents (1976-2016). Task: Predict the product of the given reaction. (1) Given the reactants CS([C:5]1[N:10]=[C:9]([C:11]2[CH:16]=[CH:15][C:14]([S:17]([CH3:20])(=[O:19])=[O:18])=[CH:13][CH:12]=2)[CH:8]=[C:7]([C:21]([F:24])([F:23])[F:22])[N:6]=1)(=O)=O.[NH2:25][CH2:26][C:27]1[CH:32]=[CH:31][N:30]=[CH:29][CH:28]=1, predict the reaction product. The product is: [CH3:20][S:17]([C:14]1[CH:15]=[CH:16][C:11]([C:9]2[CH:8]=[C:7]([C:21]([F:24])([F:23])[F:22])[N:6]=[C:5]([NH:25][CH2:26][C:27]3[CH:32]=[CH:31][N:30]=[CH:29][CH:28]=3)[N:10]=2)=[CH:12][CH:13]=1)(=[O:19])=[O:18]. (2) Given the reactants [C:1]([N:5]1[CH2:10][CH2:9][C:8]2[NH:11][C:12]3[N:13]([N:14]=[C:15]([C:20]4[CH:25]=[CH:24][C:23]([O:26][C:27]5[CH:32]=[CH:31][CH:30]=[CH:29][CH:28]=5)=[CH:22][CH:21]=4)[C:16]=3[C:17]([NH2:19])=[O:18])[C:7]=2[CH2:6]1)(=[O:4])[CH:2]=C.[CH3:33][O-].[Na+].Cl.[CH3:37][NH:38][CH3:39], predict the reaction product. The product is: [CH3:37][N:38]([CH3:33])[CH2:39][CH2:2][C:1]([N:5]1[CH2:10][CH2:9][C:8]2[N:11]3[N:14]=[C:15]([C:20]4[CH:21]=[CH:22][C:23]([O:26][C:27]5[CH:32]=[CH:31][CH:30]=[CH:29][CH:28]=5)=[CH:24][CH:25]=4)[C:16]([C:17]([NH2:19])=[O:18])=[C:12]3[NH:13][C:7]=2[CH2:6]1)=[O:4]. (3) Given the reactants Br[C:2]1[CH:10]=[CH:9][C:5]([C:6]([NH2:8])=[O:7])=[CH:4][CH:3]=1.[CH:11]([C:13]1[CH:14]=[C:15](B(O)O)[CH:16]=[CH:17][C:18]=1[O:19][CH3:20])=[O:12], predict the reaction product. The product is: [CH:11]([C:13]1[CH:14]=[C:15]([C:2]2[CH:10]=[CH:9][C:5]([C:6]([NH2:8])=[O:7])=[CH:4][CH:3]=2)[CH:16]=[CH:17][C:18]=1[O:19][CH3:20])=[O:12]. (4) The product is: [NH2:5][C:6]1[N:11]=[CH:10][C:9](/[CH:12]=[CH:13]/[C:14]([N:30]([CH2:29][C:22]2[C:23]3[C:28](=[CH:27][CH:26]=[CH:25][CH:24]=3)[N:20]([CH:17]([CH3:19])[CH3:18])[CH:21]=2)[CH3:31])=[O:16])=[CH:8][CH:7]=1. Given the reactants C(Cl)CCl.[NH2:5][C:6]1[N:11]=[CH:10][C:9](/[CH:12]=[CH:13]/[C:14]([OH:16])=O)=[CH:8][CH:7]=1.[CH:17]([N:20]1[C:28]2[C:23](=[CH:24][CH:25]=[CH:26][CH:27]=2)[C:22]([CH2:29][NH:30][CH3:31])=[CH:21]1)([CH3:19])[CH3:18].C1C=CC2N(O)N=NC=2C=1.O.C(N(C(C)C)CC)(C)C, predict the reaction product. (5) The product is: [C:42]([O:41][C:39]([N:36]1[CH2:35][CH2:34][CH:33]([CH2:32][CH2:31][C:30]([N:26]2[CH2:27][CH2:28][CH2:29][C@@H:24]([C:22](=[O:23])[NH:21][C@H:15]([C:11]3[CH:12]=[N:13][CH:14]=[C:9]([OH:8])[CH:10]=3)[CH2:16][C:17]([O:19][CH3:20])=[O:18])[CH2:25]2)=[O:46])[CH2:38][CH2:37]1)=[O:40])([CH3:45])([CH3:43])[CH3:44]. Given the reactants C([O:8][C:9]1[CH:10]=[C:11]([C@@H:15]([NH:21][C:22]([C@@H:24]2[CH2:29][CH2:28][CH2:27][N:26]([C:30](=[O:46])[CH2:31][CH2:32][CH:33]3[CH2:38][CH2:37][N:36]([C:39]([O:41][C:42]([CH3:45])([CH3:44])[CH3:43])=[O:40])[CH2:35][CH2:34]3)[CH2:25]2)=[O:23])[CH2:16][C:17]([O:19][CH3:20])=[O:18])[CH:12]=[N:13][CH:14]=1)C1C=CC=CC=1.CO, predict the reaction product. (6) Given the reactants [ClH:1].Cl.[NH2:3][C@@H:4]([CH2:24][C:25]1[CH:30]=[C:29]([F:31])[CH:28]=[C:27]([F:32])[CH:26]=1)[C@H:5]([OH:23])[CH2:6][NH:7][C:8]1([C:14]2[CH:19]=[CH:18][CH:17]=[C:16]([CH:20]([CH3:22])[CH3:21])[CH:15]=2)[CH2:13][CH2:12][CH2:11][CH2:10][CH2:9]1.[C:33](C1NC=CN=1)(=[O:35])[CH3:34].CO.[OH-].[Na+], predict the reaction product. The product is: [ClH:1].[F:32][C:27]1[CH:26]=[C:25]([CH:30]=[C:29]([F:31])[CH:28]=1)[CH2:24][C@H:4]([NH:3][C:33](=[O:35])[CH3:34])[C@H:5]([OH:23])[CH2:6][NH:7][C:8]1([C:14]2[CH:19]=[CH:18][CH:17]=[C:16]([CH:20]([CH3:22])[CH3:21])[CH:15]=2)[CH2:9][CH2:10][CH2:11][CH2:12][CH2:13]1. (7) Given the reactants Br[C:2]1[CH:7]=[CH:6][C:5]([F:8])=[CH:4][N:3]=1.[CH2:9]([C:13]1[S:14][C:15]2[CH:21]=[CH:20][CH:19]=[CH:18][C:16]=2[N:17]=1)[CH2:10][C:11]#[CH:12], predict the reaction product. The product is: [F:8][C:5]1[CH:6]=[CH:7][C:2]([C:12]#[C:11][CH2:10][CH2:9][C:13]2[S:14][C:15]3[CH:21]=[CH:20][CH:19]=[CH:18][C:16]=3[N:17]=2)=[N:3][CH:4]=1.